From a dataset of Experimentally validated miRNA-target interactions with 360,000+ pairs, plus equal number of negative samples. Binary Classification. Given a miRNA mature sequence and a target amino acid sequence, predict their likelihood of interaction. (1) The protein sequence of the target gene is MGRSNSRSHSSRSKSRSQSSSRSRSRSHSRKKRYSSRSRSRTYSRSRSRDRIYSRDYRRDYRNNRGMRRPYGYRGRGRGYYQGGGGRYHRGGYRPVWNRRHSRSPRRGRSRSRSPKRRSVSSQRSRSRSRRSYRSSRSPRSSSSRSSSPYSKSPVSKRRGSQEKQTKKAEGEPQEESPLKSKSQEEPKDTFEHDPSESIDEFNKSATSGDIWPGLSAYDNSPRSPHSPSPIATPPSQSSSCSDAPMLSTVHSAKNTPSQHSHSIQHSPERSGSGSVGNGSSRYSPSQNSPIHHIPSRRSP.... Result: 0 (no interaction). The miRNA is mmu-miR-503-5p with sequence UAGCAGCGGGAACAGUACUGCAG. (2) The miRNA is mmu-miR-713 with sequence UGCACUGAAGGCACACAGC. The protein sequence of the target gene is MAEKPYKCDKCGKGFTRSSSLLVHHSVHTGEKPFKCDRCGKGFSQSSKLHIHKRVHTGEKPYACEECGMSFSQRSNLHIHQRVHTGERPYKCGECGKGFSQSSNLHIHRCTHTGEKPYQCYECGKGFSQSSDLRIHLRVHTGEKPYHCGKCGQGFSQSSKLLIHQRVHTGEKPYECSKCGKGFSQSSNLHIHQRVHRKELH. Result: 0 (no interaction). (3) Result: 0 (no interaction). The protein sequence of the target gene is MSPEVTCPRRGHLPRFHPRTWVEPVVASSQVAASLYDAGLLLVVKASYGTGGSSNHSASPSPRGALEDQQQRAISNFYIIYNLVVGLSPLLSAYGLGWLSDRYHRKISICMSLLGFLLSRLGLLLKVLLDWPVEVLYGAAALNGLFGGFSAFWSGVMALGSLGSSEGRRSVRLILIDLMLGLAGFCGSMASGHLFKQMAGHSGQGLILTACSVSCASFALLYSLLVLKVPESVAKPSQELPAVDTVSGTVGTYRTLDPDQLDQQYAVGHPPSPGKAKPHKTTIALLFVGAIIYDLAVVGT.... The miRNA is hsa-miR-1224-5p with sequence GUGAGGACUCGGGAGGUGG. (4) Result: 1 (interaction). The miRNA is mmu-miR-301b-3p with sequence CAGUGCAAUGGUAUUGUCAAAGC. The protein sequence of the target gene is MTMDKSELVQKAKLAEQAERYDDMAAAMKAVTEQGHELSNEERNLLSVAYKNVVGARRSSWRVISSIEQKTERNEKKQQMGKEYREKIEAELQDICNDVLELLDKYLILNATQAESKVFYLKMKGDYFRYLSEVASGENKQTTVSNSQQAYQEAFEISKKEMQPTHPIRLGLALNFSVFYYEILNSPEKACSLAKTAFDEAIAELDTLNEESYKDSTLIMQLLRDNLTLWTSENQGDEGDAGEGEN. (5) The miRNA is hsa-miR-150-5p with sequence UCUCCCAACCCUUGUACCAGUG. The protein sequence of the target gene is MASNVTNKTDPRSMNSRVFIGNLNTLVVKKSDVEAIFSKYGKIVGCSVHKGFAFVQYVNERNARAAVAGEDGRMIAGQVLDINLAAEPKVNRGKAGVKRSAAEMYGSVPEHPSPSPLLSSSFDLDYDFQRDYYDRMYSYPARVPPPPPIARAVVPSKRQRVSGNTSRRGKSGFNSKSGQRGSSSKSGKLKGDDLQAIKKELTQIKQKVDSLLESLEKIEKEQSKQADLSFSSPVEMKNEKSEEEQSSASVKKDETNVKMESEAGADDSAEEGDLLDDDDNEDRGDDQLELKDDEKEPEEG.... Result: 0 (no interaction).